Dataset: Forward reaction prediction with 1.9M reactions from USPTO patents (1976-2016). Task: Predict the product of the given reaction. Given the reactants [H-].[Na+].[CH2:3]([OH:10])[C:4]1[CH:9]=[CH:8][CH:7]=[CH:6][CH:5]=1.Cl[C:12]1[C:21]2[C:16](=[C:17]([CH3:24])[C:18]([O:22][CH3:23])=[CH:19][CH:20]=2)[N+:15]([O-:25])=[CH:14][CH:13]=1.O, predict the reaction product. The product is: [CH2:3]([O:10][C:12]1[C:21]2[C:16](=[C:17]([CH3:24])[C:18]([O:22][CH3:23])=[CH:19][CH:20]=2)[N+:15]([O-:25])=[CH:14][CH:13]=1)[C:4]1[CH:9]=[CH:8][CH:7]=[CH:6][CH:5]=1.